From a dataset of Catalyst prediction with 721,799 reactions and 888 catalyst types from USPTO. Predict which catalyst facilitates the given reaction. (1) Reactant: CC(O[C:6](=O)[N:7]([CH2:9][CH2:10][CH:11]([S:15]C(=O)C1C=CC=CC=1)[CH2:12][CH2:13][CH3:14])C)(C)C.[OH-].[Na+].[Cl:27][C:28]1[CH:35]=[CH:34][C:31]([C:32]#[N:33])=[C:30](F)[CH:29]=1. Product: [ClH:27].[Cl:27][C:28]1[CH:35]=[CH:34][C:31]([C:32]#[N:33])=[C:30]([S:15][CH:11]([CH2:10][CH2:9][NH:7][CH3:6])[CH2:12][CH2:13][CH3:14])[CH:29]=1. The catalyst class is: 40. (2) Reactant: [CH3:1][N:2]([CH3:35])[C:3](=O)[CH2:4][CH2:5][C:6]([CH2:24][O:25][CH2:26][CH2:27][CH2:28][CH2:29][CH2:30][CH2:31][CH2:32][CH3:33])([CH2:14][O:15][CH2:16][CH2:17][CH2:18][CH2:19][CH2:20][CH2:21][CH2:22][CH3:23])[CH2:7][CH2:8][C:9]([N:11]([CH3:13])[CH3:12])=O.[H-].[H-].[H-].[H-].[Li+].[Al+3].C(OCC)(=O)C.[OH-].[Na+]. Product: [CH3:13][N:11]([CH3:12])[CH2:9][CH2:8][CH2:7][C:6]([CH2:14][O:15][CH2:16][CH2:17][CH2:18][CH2:19][CH2:20][CH2:21][CH2:22][CH3:23])([CH2:24][O:25][CH2:26][CH2:27][CH2:28][CH2:29][CH2:30][CH2:31][CH2:32][CH3:33])[CH2:5][CH2:4][CH2:3][N:2]([CH3:35])[CH3:1]. The catalyst class is: 20. (3) Reactant: C([N:3](CC)CC)C.[CH2:8]([Cl:10])[Cl:9].[C:11](Cl)(=[O:13])C. Product: [CH3:11][OH:13].[NH4+:3].[OH-:13].[CH2:8]([Cl:10])[Cl:9].[NH4+:3].[OH-:13]. The catalyst class is: 1. (4) Reactant: C(OC([N:8]1[CH2:13][CH2:12][CH:11]([O:14][C:15]2[CH:20]=[CH:19][C:18]([O:21][C:22]([F:25])([F:24])[F:23])=[CH:17][CH:16]=2)[CH2:10][CH2:9]1)=O)(C)(C)C.Cl. Product: [F:25][C:22]([F:23])([F:24])[O:21][C:18]1[CH:19]=[CH:20][C:15]([O:14][CH:11]2[CH2:10][CH2:9][NH:8][CH2:13][CH2:12]2)=[CH:16][CH:17]=1. The catalyst class is: 12. (5) Reactant: [OH:1][C:2]1[CH:7]=[CH:6][C:5]([CH:8]([CH2:14][CH:15]([CH3:17])[CH3:16])[C:9]([O:11][CH2:12][CH3:13])=[O:10])=[CH:4][CH:3]=1.[Br:18]Br.O.C(=O)([O-])[O-].[Na+].[Na+]. Product: [Br:18][C:7]1[CH:6]=[C:5]([CH:8]([CH2:14][CH:15]([CH3:16])[CH3:17])[C:9]([O:11][CH2:12][CH3:13])=[O:10])[CH:4]=[CH:3][C:2]=1[OH:1]. The catalyst class is: 15. (6) Reactant: O.[NH2:2][NH2:3].[CH3:4][O:5][CH2:6][C:7]1[O:11][N:10]=[C:9]([C:12]([O:14]CC)=O)[CH:8]=1. Product: [CH3:4][O:5][CH2:6][C:7]1[O:11][N:10]=[C:9]([C:12]([NH:2][NH2:3])=[O:14])[CH:8]=1. The catalyst class is: 14. (7) Reactant: [Br:1][C:2]1[CH:10]=[CH:9][C:5]([C:6]([OH:8])=O)=[CH:4][C:3]=1[CH3:11].CCN(C(C)C)C(C)C.Cl.[F:22][CH2:23][CH2:24][NH2:25].CN(C(ON1N=NC2C=CC=CC1=2)=[N+](C)C)C.[B-](F)(F)(F)F.C(=O)(O)[O-].[Na+]. Product: [Br:1][C:2]1[CH:10]=[CH:9][C:5]([C:6]([NH:25][CH2:24][CH2:23][F:22])=[O:8])=[CH:4][C:3]=1[CH3:11]. The catalyst class is: 1.